Dataset: Catalyst prediction with 721,799 reactions and 888 catalyst types from USPTO. Task: Predict which catalyst facilitates the given reaction. (1) Reactant: [CH2:1]([N:8]1[CH:12]=[C:11](/[CH:13]=[CH:14]/[C:15]([O:17][CH2:18][CH3:19])=[O:16])[C:10]([O:20]CC2C=CC=CC=2)=[N:9]1)[C:2]1[CH:7]=[CH:6][CH:5]=[CH:4][CH:3]=1.C(O)C. Product: [CH2:1]([N:8]1[CH:12]=[C:11]([CH2:13][CH2:14][C:15]([O:17][CH2:18][CH3:19])=[O:16])[C:10]([OH:20])=[N:9]1)[C:2]1[CH:3]=[CH:4][CH:5]=[CH:6][CH:7]=1. The catalyst class is: 481. (2) Reactant: [CH3:1][C:2]1([CH3:9])[CH2:7][CH2:6][C:5](=O)[CH2:4][CH2:3]1.[NH2:10][OH:11].O. Product: [CH3:1][C:2]1([CH3:9])[CH2:7][CH2:6][C:5](=[N:10][OH:11])[CH2:4][CH2:3]1. The catalyst class is: 8. (3) Reactant: C([O:4][C:5]1[CH:10]=[CH:9][C:8]([CH:11]=[CH:12][CH2:13][O:14][CH:15]2[CH2:20][CH2:19][O:18][CH2:17][CH2:16]2)=[CH:7][CH:6]=1)(=O)C.[OH-].[Li+]. Product: [O:18]1[CH2:17][CH2:16][CH:15]([O:14][CH2:13][CH:12]=[CH:11][C:8]2[CH:7]=[CH:6][C:5]([OH:4])=[CH:10][CH:9]=2)[CH2:20][CH2:19]1. The catalyst class is: 5. (4) Reactant: [N+:1]([C:4]1[CH:5]=[CH:6][C:7]([CH:10]=[CH2:11])=[N:8][CH:9]=1)([O-])=O.[H][H]. Product: [NH2:1][C:4]1[CH:5]=[CH:6][C:7]([CH2:10][CH3:11])=[N:8][CH:9]=1. The catalyst class is: 178. (5) Reactant: C(OC([NH:8][C@@H:9]([CH2:15][CH2:16][C:17](=O)[CH3:18])[C:10]([O:12][CH2:13][CH3:14])=[O:11])=O)(C)(C)C.[C:20]([OH:26])([C:22]([F:25])([F:24])[F:23])=[O:21]. Product: [F:23][C:22]([F:25])([F:24])[C:20]([OH:26])=[O:21].[CH3:18][C:17]1[CH2:16][CH2:15][C@@H:9]([C:10]([O:12][CH2:13][CH3:14])=[O:11])[N:8]=1. The catalyst class is: 2. (6) Product: [I:1][C:2]1[CH:3]=[N:4][N:5]([C:18]2[CH:17]=[CH:16][C:15]([C:14]([F:23])([F:22])[F:13])=[CH:20][N:19]=2)[CH:6]=1. Reactant: [I:1][C:2]1[CH:3]=[N:4][NH:5][CH:6]=1.C([O-])([O-])=O.[Cs+].[Cs+].[F:13][C:14]([F:23])([F:22])[C:15]1[CH:16]=[CH:17][C:18](Cl)=[N:19][CH:20]=1. The catalyst class is: 3. (7) Reactant: [Br:1][C:2]1[C:3]([C:12]2[O:13][CH:14]=[CH:15][CH:16]=2)=[N:4][C:5]([NH2:11])=[N:6][C:7]=1S(C)=O.[CH3:17][NH2:18]. Product: [Br:1][C:2]1[C:7]([NH:18][CH3:17])=[N:6][C:5]([NH2:11])=[N:4][C:3]=1[C:12]1[O:13][CH:14]=[CH:15][CH:16]=1. The catalyst class is: 8.